Task: Predict the reaction yield, written as a fraction of the theoretical maximum amount of product (1.0 means a 100% yield; for example, 0.34 means a 34% yield).. Dataset: Reaction yield outcomes from USPTO patents with 853,638 reactions The catalyst is O1CCOCC1.O.[Cl-].[Na+].O.C1C=CC(P(C2C=CC=CC=2)[C-]2C=CC=C2)=CC=1.C1C=CC(P(C2C=CC=CC=2)[C-]2C=CC=C2)=CC=1.Cl[Pd]Cl.[Fe+2]. The yield is 0.284. The product is [NH2:1][C:2]1[C:3]([O:14][CH3:15])=[C:4]([C:10]([O:12][CH3:13])=[O:11])[N:5]=[C:6]([C:21]2[CH:22]=[N:23][C:18]([O:17][CH3:16])=[CH:19][CH:20]=2)[C:7]=1[F:8]. The reactants are [NH2:1][C:2]1[C:7]([F:8])=[C:6](Cl)[N:5]=[C:4]([C:10]([O:12][CH3:13])=[O:11])[C:3]=1[O:14][CH3:15].[CH3:16][O:17][C:18]1[N:23]=[CH:22][C:21](B(O)O)=[CH:20][CH:19]=1.[F-].[Cs+].C(#N)C.